From a dataset of hERG potassium channel inhibition data for cardiac toxicity prediction from Karim et al.. Regression/Classification. Given a drug SMILES string, predict its toxicity properties. Task type varies by dataset: regression for continuous values (e.g., LD50, hERG inhibition percentage) or binary classification for toxic/non-toxic outcomes (e.g., AMES mutagenicity, cardiotoxicity, hepatotoxicity). Dataset: herg_karim. (1) The molecule is CCn1c(-c2nonc2N)nc2cncc(CNC3CCNCC3)c21. The result is 0 (non-blocker). (2) The compound is CC(=O)C1=NN2c3cc(F)ccc3OCC2C1(CCCO)c1ccccc1. The result is 0 (non-blocker). (3) The molecule is CC(C)CN(C(=O)c1ccccc1Oc1ccccc1)[C@H]1CCNC1. The result is 1 (blocker).